The task is: Regression. Given a peptide amino acid sequence and an MHC pseudo amino acid sequence, predict their binding affinity value. This is MHC class I binding data.. This data is from Peptide-MHC class I binding affinity with 185,985 pairs from IEDB/IMGT. (1) The peptide sequence is NPTNISKCF. The MHC is HLA-B35:01 with pseudo-sequence HLA-B35:01. The binding affinity (normalized) is 0.511. (2) The peptide sequence is AQNISFKSI. The MHC is HLA-A23:01 with pseudo-sequence HLA-A23:01. The binding affinity (normalized) is 0.0388. (3) The peptide sequence is NGPESVLV. The MHC is Mamu-A01 with pseudo-sequence Mamu-A01. The binding affinity (normalized) is 0.489. (4) The binding affinity (normalized) is 0.328. The MHC is Mamu-A11 with pseudo-sequence Mamu-A11. The peptide sequence is ADTAACGDI. (5) The peptide sequence is RVMPVFAFK. The MHC is HLA-B15:42 with pseudo-sequence HLA-B15:42. The binding affinity (normalized) is 0.213. (6) The peptide sequence is GLEAYIQGI. The MHC is HLA-B57:01 with pseudo-sequence HLA-B57:01. The binding affinity (normalized) is 0.0847.